The task is: Predict the product of the given reaction.. This data is from Forward reaction prediction with 1.9M reactions from USPTO patents (1976-2016). Given the reactants [Cl:1][C:2]1[C:3](=[O:32])[N:4]([CH2:20][CH2:21][C:22]2[CH:31]=[CH:30][C:25]([C:26]([O:28][CH3:29])=[O:27])=[CH:24][CH:23]=2)[C:5](/[CH:9]=[CH:10]/[C:11]2[CH:16]=[CH:15][CH:14]=[CH:13][C:12]=2[O:17][CH2:18][CH3:19])=[C:6]([Cl:8])[CH:7]=1, predict the reaction product. The product is: [Cl:1][C:2]1[C:3](=[O:32])[N:4]([CH2:20][CH2:21][C:22]2[CH:31]=[CH:30][C:25]([C:26]([O:28][CH3:29])=[O:27])=[CH:24][CH:23]=2)[C:5]([CH2:9][CH2:10][C:11]2[CH:16]=[CH:15][CH:14]=[CH:13][C:12]=2[O:17][CH2:18][CH3:19])=[C:6]([Cl:8])[CH:7]=1.